This data is from Reaction yield outcomes from USPTO patents with 853,638 reactions. The task is: Predict the reaction yield, written as a fraction of the theoretical maximum amount of product (1.0 means a 100% yield; for example, 0.34 means a 34% yield). (1) The reactants are [Cl:1][C:2]1[C:20]([Cl:21])=[CH:19][C:5]2[N:6]([C:9]3[S:13][C:12]([C:14]([O:16][CH3:17])=[O:15])=[C:11]([OH:18])[CH:10]=3)[CH:7]=[N:8][C:4]=2[CH:3]=1.[S:22]1[CH:26]=[CH:25][CH:24]=[C:23]1[CH2:27]O.N(C(OCC)=O)NC(OCC)=O. No catalyst specified. The product is [Cl:1][C:2]1[C:20]([Cl:21])=[CH:19][C:5]2[N:6]([C:9]3[S:13][C:12]([C:14]([O:16][CH3:17])=[O:15])=[C:11]([O:18][CH2:27][C:23]4[S:22][CH:26]=[CH:25][CH:24]=4)[CH:10]=3)[CH:7]=[N:8][C:4]=2[CH:3]=1. The yield is 0.600. (2) The reactants are Cl[C:2]1[N:6]([CH3:7])[N:5]=[CH:4][C:3]=1[N+:8]([O-:10])=[O:9].[F:11][C@@H:12]1[CH2:16][CH2:15][NH:14][CH2:13]1. No catalyst specified. The product is [F:11][C@@H:12]1[CH2:16][CH2:15][N:14]([C:2]2[N:6]([CH3:7])[N:5]=[CH:4][C:3]=2[N+:8]([O-:10])=[O:9])[CH2:13]1. The yield is 0.580. (3) The reactants are [NH2:1][C@@H:2]([CH2:14][N:15]([CH3:17])[CH3:16])[CH2:3][C:4]([O:6][CH2:7][C:8]1[CH:13]=[CH:12][CH:11]=[CH:10][CH:9]=1)=[O:5].[CH2:18]([C:28]1[CH:33]=[CH:32][C:31]([S:34](Cl)(=[O:36])=[O:35])=[CH:30][CH:29]=1)[CH2:19][CH2:20][CH2:21][CH2:22][CH2:23][CH2:24][CH2:25][CH2:26][CH3:27]. No catalyst specified. The product is [CH2:18]([C:28]1[CH:29]=[CH:30][C:31]([S:34]([NH:1][C@@H:2]([CH2:14][N:15]([CH3:16])[CH3:17])[CH2:3][C:4]([O:6][CH2:7][C:8]2[CH:13]=[CH:12][CH:11]=[CH:10][CH:9]=2)=[O:5])(=[O:36])=[O:35])=[CH:32][CH:33]=1)[CH2:19][CH2:20][CH2:21][CH2:22][CH2:23][CH2:24][CH2:25][CH2:26][CH3:27]. The yield is 0.940. (4) The reactants are [H-].[Na+].[O:3]=[C:4]([CH2:11][CH2:12][CH3:13])[CH2:5][C:6]([O:8][CH2:9][CH3:10])=[O:7].Br[CH2:15][C:16]1[CH:21]=[CH:20][C:19]([C:22]2[C:23]([C:28]#[N:29])=[CH:24][CH:25]=[CH:26][CH:27]=2)=[CH:18][C:17]=1[F:30].Cl. The catalyst is O1CCCC1.C1(C(F)(F)F)C=CC=CC=1. The product is [C:28]([C:23]1[CH:24]=[CH:25][CH:26]=[CH:27][C:22]=1[C:19]1[CH:20]=[CH:21][C:16]([CH2:15][CH:5]([C:4](=[O:3])[CH2:11][CH2:12][CH3:13])[C:6]([O:8][CH2:9][CH3:10])=[O:7])=[C:17]([F:30])[CH:18]=1)#[N:29]. The yield is 0.760.